Dataset: Forward reaction prediction with 1.9M reactions from USPTO patents (1976-2016). Task: Predict the product of the given reaction. (1) Given the reactants C(N(C(C)C)CC)(C)C.Br[CH2:11][C:12]#[C:13][CH3:14].[CH3:15][O:16][C:17]([C:19]1[C:23]2[N:24]=[CH:25][N:26]([CH2:29][C:30]3[C:39]4[C:34](=[CH:35][CH:36]=[CH:37][CH:38]=4)[CH:33]=[CH:32][N:31]=3)[C:27](=[O:28])[C:22]=2[NH:21][C:20]=1[Cl:40])=[O:18], predict the reaction product. The product is: [CH3:15][O:16][C:17]([C:19]1[C:23]2[N:24]=[CH:25][N:26]([CH2:29][C:30]3[C:39]4[C:34](=[CH:35][CH:36]=[CH:37][CH:38]=4)[CH:33]=[CH:32][N:31]=3)[C:27](=[O:28])[C:22]=2[N:21]([CH2:11][C:12]#[C:13][CH3:14])[C:20]=1[Cl:40])=[O:18]. (2) Given the reactants [CH3:1][N:2]1[C:6]2[CH:7]=[C:8]([O:11][C:12]3[CH:17]=[CH:16][CH:15]=[C:14]([CH3:18])[CH:13]=3)[CH:9]=[CH:10][C:5]=2[N:4]=[C:3]1[CH2:19][OH:20].O[C:22]1[CH:23]=[C:24]([CH:29]=[CH:30][CH:31]=1)[C:25]([O:27][CH3:28])=[O:26].C(P(CCCC)CCCC)CCC.N(C(N1CCCCC1)=O)=NC(N1CCCCC1)=O, predict the reaction product. The product is: [CH3:1][N:2]1[C:6]2[CH:7]=[C:8]([O:11][C:12]3[CH:17]=[CH:16][CH:15]=[C:14]([CH3:18])[CH:13]=3)[CH:9]=[CH:10][C:5]=2[N:4]=[C:3]1[CH2:19][O:20][C:22]1[CH:23]=[C:24]([CH:29]=[CH:30][CH:31]=1)[C:25]([O:27][CH3:28])=[O:26]. (3) Given the reactants [Br:1][C:2]1[C:3](F)=[C:4]([CH:9]=[CH:10][CH:11]=1)[C:5](OC)=[O:6].[CH3:13][NH:14][NH2:15].O, predict the reaction product. The product is: [Br:1][C:2]1[CH:11]=[CH:10][CH:9]=[C:4]2[C:3]=1[N:14]([CH3:13])[N:15]=[C:5]2[OH:6]. (4) Given the reactants FC(F)(F)C(O)=O.C(OC([N:15]1[C:23]2[CH:22]=[CH:21][N:20]=[CH:19][C:18]=2[CH:17]=[C:16]1[CH2:24][N:25]1[CH2:29][CH2:28][C@H:27]([NH:30][S:31]([C:34]2[S:38][C:37]([C:39]3[S:40][C:41]([Cl:44])=[CH:42][CH:43]=3)=[CH:36][CH:35]=2)(=[O:33])=[O:32])[C:26]1=[O:45])=O)(C)(C)C, predict the reaction product. The product is: [O:45]=[C:26]1[C@@H:27]([NH:30][S:31]([C:34]2[S:38][C:37]([C:39]3[S:40][C:41]([Cl:44])=[CH:42][CH:43]=3)=[CH:36][CH:35]=2)(=[O:33])=[O:32])[CH2:28][CH2:29][N:25]1[CH2:24][C:16]1[NH:15][C:23]2[CH:22]=[CH:21][N:20]=[CH:19][C:18]=2[CH:17]=1. (5) Given the reactants [CH3:1][C:2]1([CH3:39])[NH:7][C:6](=[O:8])[C:5]2[C:9]([C:12]([NH:14][C:15]3[CH:16]=[CH:17][C:18]([N:26]4[CH2:31][CH2:30][N:29](C(OC(C)(C)C)=O)[CH2:28][CH2:27]4)=[N:19][C:20]=3[O:21][CH2:22][CH2:23][O:24][CH3:25])=[O:13])=[CH:10][O:11][C:4]=2[CH2:3]1.[ClH:40], predict the reaction product. The product is: [ClH:40].[ClH:40].[CH3:25][O:24][CH2:23][CH2:22][O:21][C:20]1[C:15]([NH:14][C:12]([C:9]2[C:5]3[C:6](=[O:8])[NH:7][C:2]([CH3:39])([CH3:1])[CH2:3][C:4]=3[O:11][CH:10]=2)=[O:13])=[CH:16][CH:17]=[C:18]([N:26]2[CH2:27][CH2:28][NH:29][CH2:30][CH2:31]2)[N:19]=1. (6) Given the reactants NC1C=CC(O[C:7]2[CH:20]=[CH:19][C:10]3N[C:12](NC(=O)OC)=[N:13][C:9]=3[CH:8]=2)=CC=1.C[OH:24], predict the reaction product. The product is: [C:9]1([N:13]=[C:12]=[O:24])[CH:10]=[CH:19][CH:20]=[CH:7][CH:8]=1.